Dataset: Full USPTO retrosynthesis dataset with 1.9M reactions from patents (1976-2016). Task: Predict the reactants needed to synthesize the given product. (1) Given the product [OH:1][C:2]1[CH:3]=[CH:4][C:5]([N+:11]([O-:13])=[O:12])=[C:6]([CH:10]=1)[C:7]([O:9][CH3:19])=[O:8], predict the reactants needed to synthesize it. The reactants are: [OH:1][C:2]1[CH:3]=[CH:4][C:5]([N+:11]([O-:13])=[O:12])=[C:6]([CH:10]=1)[C:7]([OH:9])=[O:8].S(=O)(=O)(O)O.[C:19](=O)(O)[O-].[Na+]. (2) Given the product [CH2:1]([C:5]1[CH:6]=[CH:7][C:8](/[N:11]=[N:12]/[C:13]2[CH:19]=[CH:18][C:16](/[N:17]=[N:59]/[C:42]3[CH:43]=[CH:44][C:39]([N:38]([CH2:37][CH:36]([CH2:34][CH3:35])[CH2:54][CH2:55][CH2:56][CH3:57])[CH2:46][CH:47]([CH2:52][CH3:53])[CH2:48][CH2:49][CH2:50][CH3:51])=[CH:40][C:41]=3[CH3:45])=[CH:15][C:14]=2[O:20][CH2:21][CH:22]([CH2:27][CH3:28])[CH2:23][CH2:24][CH2:25][CH3:26])=[CH:9][CH:10]=1)[CH2:2][CH2:3][CH3:4], predict the reactants needed to synthesize it. The reactants are: [CH2:1]([C:5]1[CH:10]=[CH:9][C:8]([N:11]=[N:12][C:13]2[CH:19]=[CH:18][C:16]([NH2:17])=[CH:15][C:14]=2[O:20][CH2:21][CH:22]([CH2:27][CH3:28])[CH2:23][CH2:24][CH2:25][CH3:26])=[CH:7][CH:6]=1)[CH2:2][CH2:3][CH3:4].S(=O)(=O)(O)O.[CH2:34]([CH:36]([CH2:54][CH2:55][CH2:56][CH3:57])[CH2:37][N:38]([CH2:46][CH:47]([CH2:52][CH3:53])[CH2:48][CH2:49][CH2:50][CH3:51])[C:39]1[CH:44]=[CH:43][CH:42]=[C:41]([CH3:45])[CH:40]=1)[CH3:35].S(=O)(=O)(O)[NH2:59]. (3) The reactants are: [CH2:1]([O:3][C:4](=[O:25])[CH2:5][C:6]1[C:7]([CH3:24])=[C:8]([S:16][C:17]2[CH:22]=[CH:21][C:20](Br)=[CH:19][CH:18]=2)[N:9]2[C:14]=1[CH:13]=[CH:12][C:11]([F:15])=[CH:10]2)[CH3:2].C([Sn](CCCC)(CCCC)[C:31]1[O:32][CH:33]=[CH:34][N:35]=1)CCC. Given the product [CH2:1]([O:3][C:4](=[O:25])[CH2:5][C:6]1[C:7]([CH3:24])=[C:8]([S:16][C:17]2[CH:22]=[CH:21][C:20]([C:31]3[O:32][CH:33]=[CH:34][N:35]=3)=[CH:19][CH:18]=2)[N:9]2[C:14]=1[CH:13]=[CH:12][C:11]([F:15])=[CH:10]2)[CH3:2], predict the reactants needed to synthesize it. (4) Given the product [OH:32][C:29]1[CH:28]=[CH:27][C:26]([CH2:25][CH2:24][NH:23][C:19]2[N:18]=[C:17]([C:13]3[CH:12]=[C:11]([CH:16]=[CH:15][CH:14]=3)[CH2:10][N:5]([S:6]([CH3:9])(=[O:8])=[O:7])[CH2:4][CH2:3][CH2:2][NH:1][S:40]([CH2:39][C:33]3[CH:38]=[CH:37][CH:36]=[CH:35][CH:34]=3)(=[O:42])=[O:41])[CH:22]=[CH:21][N:20]=2)=[CH:31][CH:30]=1, predict the reactants needed to synthesize it. The reactants are: [NH2:1][CH2:2][CH2:3][CH2:4][N:5]([CH2:10][C:11]1[CH:16]=[CH:15][CH:14]=[C:13]([C:17]2[CH:22]=[CH:21][N:20]=[C:19]([NH:23][CH2:24][CH2:25][C:26]3[CH:31]=[CH:30][C:29]([OH:32])=[CH:28][CH:27]=3)[N:18]=2)[CH:12]=1)[S:6]([CH3:9])(=[O:8])=[O:7].[C:33]1([CH2:39][S:40](Cl)(=[O:42])=[O:41])[CH:38]=[CH:37][CH:36]=[CH:35][CH:34]=1.